From a dataset of Peptide-MHC class I binding affinity with 185,985 pairs from IEDB/IMGT. Regression. Given a peptide amino acid sequence and an MHC pseudo amino acid sequence, predict their binding affinity value. This is MHC class I binding data. (1) The peptide sequence is HLTWSHAGY. The MHC is HLA-B08:02 with pseudo-sequence HLA-B08:02. The binding affinity (normalized) is 0.0847. (2) The peptide sequence is VERRLVKVL. The MHC is HLA-A11:01 with pseudo-sequence HLA-A11:01. The binding affinity (normalized) is 0.0847. (3) The peptide sequence is TWEAWWTEYW. The MHC is HLA-A01:01 with pseudo-sequence HLA-A01:01. The binding affinity (normalized) is 0.0869.